This data is from Oral bioavailability binary classification data from Ma et al.. The task is: Regression/Classification. Given a drug SMILES string, predict its absorption, distribution, metabolism, or excretion properties. Task type varies by dataset: regression for continuous measurements (e.g., permeability, clearance, half-life) or binary classification for categorical outcomes (e.g., BBB penetration, CYP inhibition). Dataset: bioavailability_ma. (1) The compound is CSc1ccc2c(c1)N(CCC1CCCCN1C)c1ccccc1S2. The result is 1 (high bioavailability). (2) The drug is CCCc1nn(C)c2c(=O)[nH]c(-c3cc(S(=O)(=O)N4CCN(C)CC4)ccc3OCC)nc12. The result is 1 (high bioavailability). (3) The drug is CN(C)[C@@H]1C(O)=C(C(N)=O)C(=O)[C@@]2(O)C(O)=C3C(=O)c4c(O)ccc(Cl)c4[C@@H](O)[C@H]3C[C@@H]12. The result is 1 (high bioavailability). (4) The drug is Nc1ccn([C@H]2CC[C@@H](CO)O2)c(=O)n1. The result is 1 (high bioavailability). (5) The drug is CO[C@@]1(NC(=O)Cc2cccs2)C(=O)N2C(C(=O)O)=C(COC(N)=O)CS[C@@H]21. The result is 0 (low bioavailability).